Dataset: Catalyst prediction with 721,799 reactions and 888 catalyst types from USPTO. Task: Predict which catalyst facilitates the given reaction. (1) Reactant: Cl.[NH2:2][CH2:3][C:4]1[CH:5]=[C:6]([C@@:11]([NH:33][C:34](=[O:46])[C:35]2[CH:40]=[CH:39][C:38]([F:41])=[C:37]([C:42]([F:45])([F:44])[F:43])[CH:36]=2)([C:19]2[CH:24]=[C:23]([O:25][C:26]([F:31])([F:30])[CH:27]([F:29])[F:28])[CH:22]=[C:21]([F:32])[CH:20]=2)[CH2:12][C:13]2[CH:18]=[CH:17][CH:16]=[CH:15][CH:14]=2)[CH:7]=[CH:8][C:9]=1[F:10].N1C=CC=CC=1.[C:53](OC(=O)C)(=[O:55])[CH3:54].Cl. Product: [C:53]([NH:2][CH2:3][C:4]1[CH:5]=[C:6]([C@@:11]([NH:33][C:34](=[O:46])[C:35]2[CH:40]=[CH:39][C:38]([F:41])=[C:37]([C:42]([F:45])([F:44])[F:43])[CH:36]=2)([C:19]2[CH:24]=[C:23]([O:25][C:26]([F:31])([F:30])[CH:27]([F:28])[F:29])[CH:22]=[C:21]([F:32])[CH:20]=2)[CH2:12][C:13]2[CH:14]=[CH:15][CH:16]=[CH:17][CH:18]=2)[CH:7]=[CH:8][C:9]=1[F:10])(=[O:55])[CH3:54]. The catalyst class is: 2. (2) Reactant: [CH3:1][S:2][C:3]1[O:7][C:6]2[C:8](=[O:17])[C:9]3[C:14]([C:15](=[O:16])[C:5]=2[CH:4]=1)=[CH:13][CH:12]=[CH:11][CH:10]=3.I(O)(=O)(=O)=[O:19].O. Product: [CH3:1][S:2]([C:3]1[O:7][C:6]2[C:8](=[O:17])[C:9]3[C:14]([C:15](=[O:16])[C:5]=2[CH:4]=1)=[CH:13][CH:12]=[CH:11][CH:10]=3)=[O:19]. The catalyst class is: 10. (3) Reactant: [CH3:13][C:12]([O:11][C:9](O[C:9]([O:11][C:12]([CH3:15])([CH3:14])[CH3:13])=[O:10])=[O:10])([CH3:15])[CH3:14].[C:16]1([C@@H:22]([NH:24][C:25](=[O:27])[CH3:26])[CH3:23])[CH:21]=[CH:20][CH:19]=[CH:18][CH:17]=1. Product: [C:12]([O:11][C:9](=[O:10])[N:24]([C:25](=[O:27])[CH3:26])[C@H:22]([C:16]1[CH:17]=[CH:18][CH:19]=[CH:20][CH:21]=1)[CH3:23])([CH3:13])([CH3:14])[CH3:15]. The catalyst class is: 79. (4) Reactant: [Cl:1][C:2]1[CH:3]=[C:4]2[C:12](=[C:13]([NH2:17])[C:14]=1[S:15][CH3:16])[NH:11][C:10]1[CH:9]=[N:8][CH:7]=[CH:6][C:5]2=1.[CH3:18][C:19]1[N:27]=[CH:26][CH:25]=[CH:24][C:20]=1[C:21](O)=[O:22].Cl.CN(C)CCCN=C=NCC.O. Product: [Cl:1][C:2]1[CH:3]=[C:4]2[C:12](=[C:13]([NH:17][C:21](=[O:22])[C:20]3[CH:24]=[CH:25][CH:26]=[N:27][C:19]=3[CH3:18])[C:14]=1[S:15][CH3:16])[NH:11][C:10]1[CH:9]=[N:8][CH:7]=[CH:6][C:5]2=1. The catalyst class is: 858. (5) Reactant: [OH:1][C:2]1[C:7]([C:8]([O:10][CH2:11][CH3:12])=[O:9])=[CH:6][N:5]=[C:4]([OH:13])[CH:3]=1.C1C(=O)N([Cl:21])C(=O)C1.Cl.[O-]S([O-])(=S)=O.[Na+].[Na+]. Product: [Cl:21][C:3]1[C:4]([OH:13])=[N:5][CH:6]=[C:7]([C:2]=1[OH:1])[C:8]([O:10][CH2:11][CH3:12])=[O:9]. The catalyst class is: 18. (6) Reactant: [F:1][CH:2]([F:20])[C:3]1[CH:4]=[C:5]([C:9]2[N:14]=[C:13]([S:15][CH3:16])[N:12]=[C:11](O)[C:10]=2[C:18]#[N:19])[CH:6]=[CH:7][CH:8]=1.O=P(Cl)(Cl)[Cl:23]. Product: [F:1][CH:2]([F:20])[C:3]1[CH:4]=[C:5]([C:9]2[N:14]=[C:13]([S:15][CH3:16])[N:12]=[C:11]([Cl:23])[C:10]=2[C:18]#[N:19])[CH:6]=[CH:7][CH:8]=1. The catalyst class is: 887. (7) Reactant: C(OC([NH:8][O:9][CH2:10][CH:11]([C:13]1[CH:18]=[CH:17][C:16]([O:19][CH3:20])=[C:15]([O:21][CH3:22])[CH:14]=1)[OH:12])=O)(C)(C)C.Cl.O1CCOCC1. The catalyst class is: 2. Product: [NH2:8][O:9][CH2:10][CH:11]([C:13]1[CH:18]=[CH:17][C:16]([O:19][CH3:20])=[C:15]([O:21][CH3:22])[CH:14]=1)[OH:12]. (8) Reactant: [CH2:1]([Si:3]([CH2:35][CH3:36])([CH2:33][CH3:34])[O:4][C@H:5](/[CH:18]=[CH:19]/[Sn](CCCC)(CCCC)CCCC)[CH2:6][O:7][C:8]1[CH:13]=[CH:12][CH:11]=[C:10]([C:14]([F:17])([F:16])[F:15])[CH:9]=1)[CH3:2].C([Li])CCC.[Cu](C#N)C#N.C[Li].[CH2:49]([Si:51]([CH2:73][CH3:74])([CH2:71][CH3:72])[O:52][C@@H:53]1[CH2:57][C:56](=[O:58])[C:55]([CH2:59]/[CH:60]=[CH:61]\[CH2:62][CH2:63][CH2:64][C:65]([O:67][CH:68]([CH3:70])[CH3:69])=[O:66])=[CH:54]1)[CH3:50].[NH4+].[Cl-].[NH4+].[OH-]. The catalyst class is: 7. Product: [F:15][C:14]([F:16])([F:17])[C:10]1[CH:9]=[C:8]([CH:13]=[CH:12][CH:11]=1)[O:7][CH2:6][C@H:5]([O:4][Si:3]([CH2:33][CH3:34])([CH2:35][CH3:36])[CH2:1][CH3:2])/[CH:18]=[CH:19]/[C@H:54]1[C@H:53]([O:52][Si:51]([CH2:49][CH3:50])([CH2:71][CH3:72])[CH2:73][CH3:74])[CH2:57][C:56](=[O:58])[C@@H:55]1[CH2:59]/[CH:60]=[CH:61]\[CH2:62][CH2:63][CH2:64][C:65]([O:67][CH:68]([CH3:70])[CH3:69])=[O:66]. (9) Reactant: [C:1]([C:3]1[CH:4]=[C:5]([C:13]2[O:17][N:16]=[C:15]([C:18]3[CH:39]=[CH:38][C:21]4[CH2:22][CH2:23][N:24]([C:27](=[O:37])[CH2:28][NH:29]C(=O)OC(C)(C)C)[CH2:25][CH2:26][C:20]=4[CH:19]=3)[N:14]=2)[CH:6]=[N:7][C:8]=1[NH:9][CH2:10][CH2:11][CH3:12])#[N:2].Cl. Product: [NH2:29][CH2:28][C:27]([N:24]1[CH2:23][CH2:22][C:21]2[CH:38]=[CH:39][C:18]([C:15]3[N:14]=[C:13]([C:5]4[CH:4]=[C:3]([C:1]#[N:2])[C:8]([NH:9][CH2:10][CH2:11][CH3:12])=[N:7][CH:6]=4)[O:17][N:16]=3)=[CH:19][C:20]=2[CH2:26][CH2:25]1)=[O:37]. The catalyst class is: 1.